This data is from Catalyst prediction with 721,799 reactions and 888 catalyst types from USPTO. The task is: Predict which catalyst facilitates the given reaction. (1) Reactant: [F:1][C:2]1[CH:7]=[C:6]([I:8])[CH:5]=[CH:4][C:3]=1[NH:9][C:10]1[C:18]2[C:13](=[CH:14][N:15]=[CH:16][CH:17]=2)[O:12][C:11]=1[C:19]([O:21]CC)=O.[OH-].[Na+].[CH3:26][C:27]1([CH3:35])[O:31][C@@H:30]([CH2:32][O:33][NH2:34])[CH2:29][O:28]1.C1C=CC2N(O)N=NC=2C=1.CCN(C(C)C)C(C)C. Product: [CH3:26][C:27]1([CH3:35])[O:31][C@@H:30]([CH2:32][O:33][NH:34][C:19]([C:11]2[O:12][C:13]3=[CH:14][N:15]=[CH:16][CH:17]=[C:18]3[C:10]=2[NH:9][C:3]2[CH:4]=[CH:5][C:6]([I:8])=[CH:7][C:2]=2[F:1])=[O:21])[CH2:29][O:28]1. The catalyst class is: 36. (2) Reactant: [Cl:1][C:2]1[CH:3]=[C:4]2[C:8](=[CH:9][CH:10]=1)[C:7](=[O:11])[N:6]([C:12]1[CH:17]=[N:16][CH:15]=[C:14]([CH:18]3[CH2:23][CH2:22][CH2:21][NH:20][CH2:19]3)[N:13]=1)[C:5]2([CH3:25])[CH3:24].CCN(CC)CC.[C:33](Cl)(=[O:35])[CH3:34]. Product: [C:33]([N:20]1[CH2:21][CH2:22][CH2:23][CH:18]([C:14]2[N:13]=[C:12]([N:6]3[C:5]([CH3:25])([CH3:24])[C:4]4[C:8](=[CH:9][CH:10]=[C:2]([Cl:1])[CH:3]=4)[C:7]3=[O:11])[CH:17]=[N:16][CH:15]=2)[CH2:19]1)(=[O:35])[CH3:34]. The catalyst class is: 2. (3) Reactant: [C:1]([O:5][C:6]([NH:8][CH2:9][C@H:10]1[CH2:15][CH2:14][C@H:13]([C:16]([NH:18][C@H:19]([C:37]([O:39][CH3:40])=[O:38])[CH2:20][C:21]2[CH:26]=[CH:25][C:24]([C:27]3[CH:32]=[CH:31][C:30]([C:33](O)=[O:34])=[CH:29][C:28]=3[Cl:36])=[CH:23][CH:22]=2)=[O:17])[CH2:12][CH2:11]1)=[O:7])([CH3:4])([CH3:3])[CH3:2].[CH:41]([NH2:44])([CH3:43])[CH3:42].C(N(CC)C(C)C)(C)C.F[P-](F)(F)(F)(F)F.CN(C(ON1C2=NC=CC=C2N=N1)=[N+](C)C)C. Product: [C:1]([O:5][C:6]([NH:8][CH2:9][C@H:10]1[CH2:15][CH2:14][C@H:13]([C:16]([NH:18][C@@H:19]([CH2:20][C:21]2[CH:26]=[CH:25][C:24]([C:27]3[CH:32]=[CH:31][C:30]([C:33](=[O:34])[NH:44][CH:41]([CH3:43])[CH3:42])=[CH:29][C:28]=3[Cl:36])=[CH:23][CH:22]=2)[C:37]([O:39][CH3:40])=[O:38])=[O:17])[CH2:12][CH2:11]1)=[O:7])([CH3:2])([CH3:3])[CH3:4]. The catalyst class is: 35. (4) Reactant: [S:1]1[CH:5]=[CH:4][CH:3]=[C:2]1[C:6]1[NH:7][C:8](=[O:20])[C:9]2[C:13]=1[C:12](=O)[NH:11][C:10]=2[C:15]1[S:16][CH:17]=[CH:18][CH:19]=1.[C:21]([O-:24])([O-])=O.[Cs+].[Cs+].Br[CH2:28][CH2:29][CH2:30][CH2:31][CH2:32][CH2:33][CH2:34][CH2:35][CH2:36][CH2:37][CH2:38][CH2:39][CH2:40][CH2:41][CH2:42][CH3:43]. Product: [CH2:12]([N:11]1[C:10]([C:15]2[S:16][CH:17]=[CH:18][CH:19]=2)=[C:9]2[C:13](=[C:6]([C:2]3[S:1][CH:5]=[CH:4][CH:3]=3)[N:7]([CH2:28][CH2:29][CH2:30][CH2:31][CH2:32][CH2:33][CH2:34][CH2:35][CH2:36][CH2:37][CH2:38][CH2:39][CH2:40][CH2:41][CH2:42][CH3:43])[C:8]2=[O:20])[C:21]1=[O:24])[CH2:42][CH2:41][CH2:40][CH2:39][CH2:38][CH2:37][CH2:36][CH2:35][CH2:34][CH2:33][CH2:32][CH2:31][CH2:30][CH2:29][CH3:28]. The catalyst class is: 3.